Dataset: Peptide-MHC class I binding affinity with 185,985 pairs from IEDB/IMGT. Task: Regression. Given a peptide amino acid sequence and an MHC pseudo amino acid sequence, predict their binding affinity value. This is MHC class I binding data. (1) The peptide sequence is RYTRRISLF. The MHC is HLA-B08:02 with pseudo-sequence HLA-B08:02. The binding affinity (normalized) is 0.0847. (2) The peptide sequence is LARFPCNVI. The MHC is HLA-A69:01 with pseudo-sequence HLA-A69:01. The binding affinity (normalized) is 0.0847. (3) The peptide sequence is TIAVSVYGAI. The MHC is HLA-A02:02 with pseudo-sequence HLA-A02:02. The binding affinity (normalized) is 0.321. (4) The peptide sequence is RTTLWCDVR. The binding affinity (normalized) is 0.0847. The MHC is HLA-B07:02 with pseudo-sequence HLA-B07:02. (5) The peptide sequence is YVFAIPLPF. The MHC is HLA-C04:01 with pseudo-sequence HLA-C04:01. The binding affinity (normalized) is 0.213. (6) The peptide sequence is RAKFKQLL. The MHC is HLA-B39:01 with pseudo-sequence HLA-B39:01. The binding affinity (normalized) is 0.213. (7) The peptide sequence is HTSARLHSL. The MHC is HLA-A30:01 with pseudo-sequence HLA-A30:01. The binding affinity (normalized) is 0.868. (8) The peptide sequence is WSYFHEAVQAV. The MHC is Mamu-A02 with pseudo-sequence Mamu-A02. The binding affinity (normalized) is 0.618.